Task: Predict which catalyst facilitates the given reaction.. Dataset: Catalyst prediction with 721,799 reactions and 888 catalyst types from USPTO (1) The catalyst class is: 2. Product: [NH2:8][C@@H:9]([CH2:45][F:46])[C@@H:10]([NH:18][C:19](=[O:44])[C:20]1[CH:25]=[C:24]([N:26]([CH2:32][CH2:33][O:34][CH3:35])[CH2:27][C@H:28]2[CH2:30][C@@H:29]2[CH3:31])[N:23]=[C:22]([N:36]([S:38]([CH:41]([CH3:43])[CH3:42])(=[O:39])=[O:40])[CH3:37])[C:21]=1[Cl:54])[CH2:11][C:12]1[CH:13]=[CH:14][CH:15]=[CH:16][CH:17]=1. Reactant: FC(F)(F)C(O)=O.[NH2:8][C@@H:9]([CH2:45][F:46])[C@@H:10]([NH:18][C:19](=[O:44])[C:20]1[CH:25]=[C:24]([N:26]([CH2:32][CH2:33][O:34][CH3:35])[CH2:27][C@H:28]2[CH2:30][C@@H:29]2[CH3:31])[N:23]=[C:22]([N:36]([S:38]([CH:41]([CH3:43])[CH3:42])(=[O:40])=[O:39])[CH3:37])[CH:21]=1)[CH2:11][C:12]1[CH:17]=[CH:16][CH:15]=[CH:14][CH:13]=1.C1C(=O)N([Cl:54])C(=O)C1. (2) Reactant: [C:1]([O:5][C:6]([NH:8][C@H:9]([CH2:13][C:14]1[CH:19]=[CH:18][C:17]([O:20][CH3:21])=[CH:16][CH:15]=1)[C:10]([OH:12])=O)=[O:7])([CH3:4])([CH3:3])[CH3:2].[CH2:22]([C:27]1([C:31]2[CH:36]=[CH:35][C:34]([F:37])=[CH:33][CH:32]=2)[CH2:30][NH:29][CH2:28]1)[CH2:23][CH2:24][CH2:25][CH3:26].C(Cl)CCl.C1C=CC2N(O)N=NC=2C=1.C(N(CC)CC)C. Product: [CH3:21][O:20][C:17]1[CH:18]=[CH:19][C:14]([CH2:13][C@@H:9]([NH:8][C:6](=[O:7])[O:5][C:1]([CH3:2])([CH3:3])[CH3:4])[C:10](=[O:12])[N:29]2[CH2:28][C:27]([CH2:22][CH2:23][CH2:24][CH2:25][CH3:26])([C:31]3[CH:36]=[CH:35][C:34]([F:37])=[CH:33][CH:32]=3)[CH2:30]2)=[CH:15][CH:16]=1. The catalyst class is: 3.